From a dataset of Forward reaction prediction with 1.9M reactions from USPTO patents (1976-2016). Predict the product of the given reaction. The product is: [C:12]1([NH:18][N:19]=[C:3]([C:5]([OH:7])=[O:6])[C:2]([OH:9])=[O:8])[CH:17]=[CH:16][CH:15]=[CH:14][CH:13]=1. Given the reactants O.[C:2]([O-:9])(=[O:8])[C:3]([C:5]([O-:7])=[O:6])=O.[Na+].[Na+].[C:12]1([NH:18][NH2:19])[CH:17]=[CH:16][CH:15]=[CH:14][CH:13]=1, predict the reaction product.